This data is from Catalyst prediction with 721,799 reactions and 888 catalyst types from USPTO. The task is: Predict which catalyst facilitates the given reaction. Reactant: C[O:2][C:3](=[O:34])[CH2:4][CH2:5][C:6]1[CH:11]=[CH:10][C:9]([O:12][CH2:13][CH2:14][CH:15]([O:17][C:18]2[CH:23]=[CH:22][C:21]([Br:24])=[CH:20][C:19]=2[C:25](=[O:32])[C:26]2[CH:31]=[CH:30][CH:29]=[CH:28][CH:27]=2)[CH3:16])=[CH:8][C:7]=1[CH3:33].[OH-].[Na+].Cl. Product: [C:25]([C:19]1[CH:20]=[C:21]([Br:24])[CH:22]=[CH:23][C:18]=1[O:17][CH:15]([CH3:16])[CH2:14][CH2:13][O:12][C:9]1[CH:10]=[CH:11][C:6]([CH2:5][CH2:4][C:3]([OH:34])=[O:2])=[C:7]([CH3:33])[CH:8]=1)(=[O:32])[C:26]1[CH:27]=[CH:28][CH:29]=[CH:30][CH:31]=1. The catalyst class is: 24.